Dataset: Ames mutagenicity test results for genotoxicity prediction. Task: Regression/Classification. Given a drug SMILES string, predict its toxicity properties. Task type varies by dataset: regression for continuous values (e.g., LD50, hERG inhibition percentage) or binary classification for toxic/non-toxic outcomes (e.g., AMES mutagenicity, cardiotoxicity, hepatotoxicity). Dataset: ames. (1) The molecule is CCOCCOCCOCC. The result is 0 (non-mutagenic). (2) The drug is CNc1ccc2ccc3ccc(O)cc3c2c1. The result is 1 (mutagenic).